Predict which catalyst facilitates the given reaction. From a dataset of Catalyst prediction with 721,799 reactions and 888 catalyst types from USPTO. (1) Reactant: C(OC([N:8]1[CH2:13][CH2:12][N:11]([C:14]2[CH:19]=[CH:18][C:17]([C:20]3[CH:21]=[C:22]4[C:28]([C:29]5[CH:30]=[N:31][N:32]([CH2:34][CH2:35][C:36]6[CH:41]=[CH:40][CH:39]=[CH:38][CH:37]=6)[CH:33]=5)=[CH:27][N:26](C(OC(C)(C)C)=O)[C:23]4=[N:24][CH:25]=3)=[CH:16][C:15]=2[NH:49][S:50]([CH3:53])(=[O:52])=[O:51])[CH2:10][CH2:9]1)=O)(C)(C)C.CO.[ClH:56]. Product: [ClH:56].[CH2:34]([N:32]1[CH:33]=[C:29]([C:28]2[C:22]3[C:23](=[N:24][CH:25]=[C:20]([C:17]4[CH:18]=[CH:19][C:14]([N:11]5[CH2:10][CH2:9][NH:8][CH2:13][CH2:12]5)=[C:15]([NH:49][S:50]([CH3:53])(=[O:52])=[O:51])[CH:16]=4)[CH:21]=3)[NH:26][CH:27]=2)[CH:30]=[N:31]1)[CH2:35][C:36]1[CH:41]=[CH:40][CH:39]=[CH:38][CH:37]=1. The catalyst class is: 27. (2) Reactant: [CH3:1][O:2][C:3]1[CH:31]=[CH:30][CH:29]=[CH:28][C:4]=1[O:5][C:6]1[CH:27]=[CH:26][C:9]([NH:10][C:11]2[C:20]3[C:15](=[CH:16][C:17]([OH:23])=[C:18]([O:21][CH3:22])[CH:19]=3)[N:14]=[CH:13][C:12]=2[C:24]#[N:25])=[CH:8][CH:7]=1.CC1C=CC(S(O[CH2:43][C@H:44]2[O:46][CH2:45]2)(=O)=O)=CC=1.C(=O)([O-])[O-].[K+].[K+]. Product: [CH3:1][O:2][C:3]1[CH:31]=[CH:30][CH:29]=[CH:28][C:4]=1[O:5][C:6]1[CH:27]=[CH:26][C:9]([NH:10][C:11]2[C:20]3[C:15](=[CH:16][C:17]([O:23][CH2:43][CH:44]4[O:46][CH2:45]4)=[C:18]([O:21][CH3:22])[CH:19]=3)[N:14]=[CH:13][C:12]=2[C:24]#[N:25])=[CH:8][CH:7]=1. The catalyst class is: 16.